This data is from Catalyst prediction with 721,799 reactions and 888 catalyst types from USPTO. The task is: Predict which catalyst facilitates the given reaction. (1) Reactant: [Br:1][C:2]1[CH:7]=[CH:6][N:5]=[C:4]2[NH:8][CH:9]=[C:10]([CH2:11]N(C)C)[C:3]=12.C1N2CN3CN(C2)CN1C3.[OH2:25]. Product: [Br:1][C:2]1[CH:7]=[CH:6][N:5]=[C:4]2[NH:8][CH:9]=[C:10]([CH:11]=[O:25])[C:3]=12. The catalyst class is: 796. (2) Reactant: [Cl:1][C:2]1[CH:7]=[CH:6][CH:5]=[C:4]([F:8])[C:3]=1[C:9]1[NH:13][C:12](=[O:14])[N:11]([C:15]2[CH:23]=[CH:22][C:18]([C:19](O)=[O:20])=[C:17]([O:24][CH3:25])[CH:16]=2)[N:10]=1.C(N(C(C)C)CC)(C)C.CN(C(ON1N=NC2C=CC=CC1=2)=[N+](C)C)C.[B-](F)(F)(F)F.[F:57][C:58]([F:70])([F:69])[C:59]1[CH:64]=[CH:63][C:62]([C:65]2([NH2:68])[CH2:67][CH2:66]2)=[CH:61][CH:60]=1. Product: [Cl:1][C:2]1[CH:7]=[CH:6][CH:5]=[C:4]([F:8])[C:3]=1[C:9]1[NH:13][C:12](=[O:14])[N:11]([C:15]2[CH:23]=[CH:22][C:18]([C:19]([NH:68][C:65]3([C:62]4[CH:63]=[CH:64][C:59]([C:58]([F:57])([F:69])[F:70])=[CH:60][CH:61]=4)[CH2:67][CH2:66]3)=[O:20])=[C:17]([O:24][CH3:25])[CH:16]=2)[N:10]=1. The catalyst class is: 1. (3) Product: [Br:15][C:10]1[CH:9]=[CH:8][C:7]2[N:6]([CH2:19][C:20]([O:22][CH2:23][CH3:24])=[O:21])[C:5]3[C:13]([C:12]=2[CH:11]=1)=[CH:14][C:2]([Br:1])=[CH:3][CH:4]=3. The catalyst class is: 42. Reactant: [Br:1][C:2]1[CH:3]=[CH:4][C:5]2[NH:6][C:7]3[C:12]([C:13]=2[CH:14]=1)=[CH:11][C:10]([Br:15])=[CH:9][CH:8]=3.[OH-].[K+].Br[CH2:19][C:20]([O:22][CH2:23][CH3:24])=[O:21]. (4) Reactant: [Cl:1][C:2]1[C:7]([C:8]2[C:13]([Cl:14])=[CH:12][C:11]([Cl:15])=[CH:10][N:9]=2)=[C:6](Cl)[N:5]2[N:17]=[CH:18][C:19]([C:20]([O:22][CH3:23])=[O:21])=[C:4]2[N:3]=1.[CH:24]([NH2:27])([CH3:26])[CH3:25].C(=O)([O-])[O-].[K+].[K+]. Product: [Cl:1][C:2]1[C:7]([C:8]2[C:13]([Cl:14])=[CH:12][C:11]([Cl:15])=[CH:10][N:9]=2)=[C:6]([NH:27][CH:24]([CH3:26])[CH3:25])[N:5]2[N:17]=[CH:18][C:19]([C:20]([O:22][CH3:23])=[O:21])=[C:4]2[N:3]=1. The catalyst class is: 10. (5) Reactant: [CH:1]1([NH2:7])[CH2:6][CH2:5][CH2:4][CH2:3][CH2:2]1.[CH3:8][C:9]([CH3:40])([CH3:39])[CH2:10][NH:11][C:12]([C:14]1[CH:19]=[CH:18][C:17]([C:20]2[C:25]([CH3:26])=[C:24]([F:27])[CH:23]=[C:22]([C:28](O)=[O:29])[CH:21]=2)=[C:16]([C:31]([NH:33][C:34]2[S:35][CH:36]=[CH:37][N:38]=2)=[O:32])[CH:15]=1)=[O:13].Cl.CN(C)CCCN=C=NCC. Product: [CH:1]1([NH:7][C:28]([C:22]2[CH:21]=[C:20]([C:17]3[C:16]([C:31]([NH:33][C:34]4[S:35][CH:36]=[CH:37][N:38]=4)=[O:32])=[CH:15][C:14]([C:12]([NH:11][CH2:10][C:9]([CH3:40])([CH3:39])[CH3:8])=[O:13])=[CH:19][CH:18]=3)[C:25]([CH3:26])=[C:24]([F:27])[CH:23]=2)=[O:29])[CH2:6][CH2:5][CH2:4][CH2:3][CH2:2]1. The catalyst class is: 119. (6) Reactant: [CH3:1][C:2]1[C:10]2[CH2:9][O:8][C:7](=[O:11])[C:6]=2[CH:5]=[CH:4][C:3]=1[CH2:12][CH2:13][N:14]1[CH2:19][CH2:18][CH:17]([NH:20]C(=O)OC(C)(C)C)[CH2:16][CH2:15]1.[ClH:28]. Product: [Cl-:28].[CH3:1][C:2]1[C:10]2[CH2:9][O:8][C:7](=[O:11])[C:6]=2[CH:5]=[CH:4][C:3]=1[CH2:12][CH2:13][N:14]1[CH2:15][CH2:16][CH:17]([NH3+:20])[CH2:18][CH2:19]1. The catalyst class is: 169.